From a dataset of Reaction yield outcomes from USPTO patents with 853,638 reactions. Predict the reaction yield, written as a fraction of the theoretical maximum amount of product (1.0 means a 100% yield; for example, 0.34 means a 34% yield). The reactants are [CH3:1][CH2:2][N:3]([CH2:6]C)CC.[C:8]([O:12][C:13](=[O:42])[NH:14][C:15]1[CH:20]=[CH:19][CH:18]=[CH:17][C:16]=1[NH:21][C:22](=[O:41])[C:23]1[CH:28]=[CH:27][C:26]([CH2:29][NH:30][C:31]2[S:32][C:33]3[CH:39]=[C:38]([OH:40])[CH:37]=[CH:36][C:34]=3[N:35]=2)=[CH:25][CH:24]=1)([CH3:11])([CH3:10])[CH3:9].[NH:43]1[CH2:48][CH2:47][O:46][CH2:45][CH2:44]1.C1C[O:52]CC1. No catalyst specified. The product is [C:8]([O:12][C:13](=[O:42])[NH:14][C:15]1[CH:20]=[CH:19][CH:18]=[CH:17][C:16]=1[NH:21][C:22](=[O:41])[C:23]1[CH:24]=[CH:25][C:26]([CH2:29][NH:30][C:31]2[S:32][C:33]3[CH:39]=[C:38]([O:40][C:6](=[O:52])[NH:3][CH2:2][CH2:1][N:43]4[CH2:48][CH2:47][O:46][CH2:45][CH2:44]4)[CH:37]=[CH:36][C:34]=3[N:35]=2)=[CH:27][CH:28]=1)([CH3:11])([CH3:9])[CH3:10]. The yield is 0.300.